This data is from Peptide-MHC class I binding affinity with 185,985 pairs from IEDB/IMGT. The task is: Regression. Given a peptide amino acid sequence and an MHC pseudo amino acid sequence, predict their binding affinity value. This is MHC class I binding data. (1) The peptide sequence is GLFDFVNFV. The MHC is HLA-A33:01 with pseudo-sequence HLA-A33:01. The binding affinity (normalized) is 0. (2) The peptide sequence is GTEKLTITY. The MHC is HLA-A02:03 with pseudo-sequence HLA-A02:03. The binding affinity (normalized) is 0.0847. (3) The peptide sequence is RVKQHMASM. The MHC is HLA-C06:02 with pseudo-sequence HLA-C06:02. The binding affinity (normalized) is 0.334. (4) The peptide sequence is ERNEQGQTL. The MHC is HLA-B07:02 with pseudo-sequence HLA-B07:02. The binding affinity (normalized) is 0.0847. (5) The peptide sequence is FAISYCRAFI. The MHC is HLA-A02:01 with pseudo-sequence HLA-A02:01. The binding affinity (normalized) is 0.299. (6) The peptide sequence is YVVSRRGDL. The MHC is HLA-A24:02 with pseudo-sequence HLA-A24:02. The binding affinity (normalized) is 0.0291. (7) The peptide sequence is ARAALQGGG. The MHC is HLA-B27:05 with pseudo-sequence HLA-B27:05. The binding affinity (normalized) is 0.310. (8) The peptide sequence is YNFSLGAAVKA. The MHC is H-2-Kb with pseudo-sequence H-2-Kb. The binding affinity (normalized) is 0.0680. (9) The peptide sequence is YPSMFTLRHI. The MHC is HLA-B35:01 with pseudo-sequence HLA-B35:01. The binding affinity (normalized) is 0.436.